The task is: Predict which catalyst facilitates the given reaction.. This data is from Catalyst prediction with 721,799 reactions and 888 catalyst types from USPTO. (1) Reactant: [CH3:1][O:2][C:3]1[CH:23]=[CH:22][C:6]([CH2:7][N:8]2[C:12]3[N:13]=[CH:14][C:15]4[CH2:16][CH:17]([NH2:21])[CH2:18][CH2:19][C:20]=4[C:11]=3[CH:10]=[N:9]2)=[CH:5][CH:4]=1.[C:24]1([N:30]=[C:31]=[O:32])[CH:29]=[CH:28][CH:27]=[CH:26][CH:25]=1. The catalyst class is: 4. Product: [CH3:1][O:2][C:3]1[CH:4]=[CH:5][C:6]([CH2:7][N:8]2[C:12]3[N:13]=[CH:14][C:15]4[CH2:16][CH:17]([NH:21][C:31]([NH:30][C:24]5[CH:29]=[CH:28][CH:27]=[CH:26][CH:25]=5)=[O:32])[CH2:18][CH2:19][C:20]=4[C:11]=3[CH:10]=[N:9]2)=[CH:22][CH:23]=1. (2) Reactant: F[C:2]1[CH:7]=[CH:6][C:5]([S:8]([NH2:11])(=[O:10])=[O:9])=[CH:4][C:3]=1[N+:12]([O-:14])=[O:13].[O:15]1[CH2:20][CH2:19][CH:18]([CH2:21][NH2:22])[CH2:17][CH2:16]1.C(N(CC)CC)C. Product: [N+:12]([C:3]1[CH:4]=[C:5]([S:8]([NH2:11])(=[O:10])=[O:9])[CH:6]=[CH:7][C:2]=1[NH:22][CH2:21][CH:18]1[CH2:19][CH2:20][O:15][CH2:16][CH2:17]1)([O-:14])=[O:13]. The catalyst class is: 54. (3) Reactant: C[O-].[Na+].[C:4]([C:7]1[CH:8]=[N:9][C:10]([O:13][CH3:14])=[CH:11][CH:12]=1)(=[O:6])[CH3:5].[C:15](OC)(=[O:20])[C:16]([O:18][CH3:19])=[O:17]. Product: [CH3:14][O:13][C:10]1[N:9]=[CH:8][C:7]([C:4](=[O:6])[CH2:5][C:15](=[O:20])[C:16]([O:18][CH3:19])=[O:17])=[CH:12][CH:11]=1. The catalyst class is: 5. (4) Reactant: Cl.[CH3:2][O:3][C:4](=[O:12])[CH:5]([NH2:11])[CH2:6][S:7][CH2:8][CH2:9]Cl. Product: [CH3:2][O:3][C:4]([C@@H:5]1[CH2:6][S:7][CH2:8][CH2:9][NH:11]1)=[O:12]. The catalyst class is: 3. (5) Reactant: [CH3:1][O:2][C:3]1[CH:4]=[C:5]([C:11]([C:13]2[CH:18]=[CH:17][C:16]([O:19][CH3:20])=[C:15]([O:21][CH2:22][CH3:23])[CH:14]=2)=O)[CH:6]=[C:7]([O:9][CH3:10])[CH:8]=1.C(OP([CH2:32][C:33]#[N:34])(=O)OCC)C.C[Si]([N-][Si](C)(C)C)(C)C.[Li+].COC1C=C(C(C2C=CC=C(OC)C=2)=CC#N)C=C(OC)C=1. Product: [CH3:1][O:2][C:3]1[CH:4]=[C:5]([C:11]([C:13]2[CH:18]=[CH:17][C:16]([O:19][CH3:20])=[C:15]([O:21][CH2:22][CH3:23])[CH:14]=2)=[CH:32][C:33]#[N:34])[CH:6]=[C:7]([O:9][CH3:10])[CH:8]=1. The catalyst class is: 1.